The task is: Regression. Given a peptide amino acid sequence and an MHC pseudo amino acid sequence, predict their binding affinity value. This is MHC class I binding data.. This data is from Peptide-MHC class I binding affinity with 185,985 pairs from IEDB/IMGT. (1) The peptide sequence is YVIKKSSPL. The MHC is HLA-C07:01 with pseudo-sequence HLA-C07:01. The binding affinity (normalized) is 0.0847. (2) The peptide sequence is SYVFNFHKY. The MHC is HLA-A26:03 with pseudo-sequence HLA-A26:03. The binding affinity (normalized) is 0.0847. (3) The peptide sequence is CFKPALPTL. The MHC is HLA-A30:01 with pseudo-sequence HLA-A30:01. The binding affinity (normalized) is 0.605. (4) The peptide sequence is MALMKLAAL. The MHC is HLA-A68:02 with pseudo-sequence HLA-A68:02. The binding affinity (normalized) is 0.150. (5) The peptide sequence is YLYNKYSFK. The MHC is HLA-A01:01 with pseudo-sequence HLA-A01:01. The binding affinity (normalized) is 0.0847.